Dataset: Forward reaction prediction with 1.9M reactions from USPTO patents (1976-2016). Task: Predict the product of the given reaction. (1) Given the reactants C([O:8][C:9]1[CH:26]=[CH:25][C:24]2[C:23]3[C@H:14]([C@H:15]4[C@@:19]([CH2:21][C:22]=3[CH2:27][CH:28]=[CH2:29])([CH3:20])[C@@H:18]([O:30]CC3C=CC=CC=3)[CH2:17][CH2:16]4)[CH2:13][CH2:12][C:11]=2[CH:10]=1)C1C=CC=CC=1.[F:38][C:39]([F:66])([C:56]([F:65])([F:64])[C:57]([F:63])([F:62])[C:58]([F:61])([F:60])[F:59])[CH2:40][CH2:41][CH2:42][CH:43]([CH2:49][CH2:50][CH2:51][CH2:52][CH2:53]C=C)[C:44]([O:46]CC)=[O:45], predict the reaction product. The product is: [OH:8][C:9]1[CH:26]=[CH:25][C:24]2[C@@H:23]3[C@H:14]([C@H:15]4[C@@:19]([CH2:21][CH:22]3[CH2:27][CH2:28][CH2:29][CH2:53][CH2:52][CH2:51][CH2:50][CH2:49][CH:43]([CH2:42][CH2:41][CH2:40][C:39]([F:38])([F:66])[C:56]([F:64])([F:65])[C:57]([F:63])([F:62])[C:58]([F:61])([F:59])[F:60])[C:44]([OH:46])=[O:45])([CH3:20])[C@@H:18]([OH:30])[CH2:17][CH2:16]4)[CH2:13][CH2:12][C:11]=2[CH:10]=1. (2) Given the reactants [Cl:1][C:2]1[N:7]=[C:6]([C:8]2[CH:19]=[CH:18][C:11]3[N:12]([CH2:15][CH2:16][NH2:17])[CH:13]=[N:14][C:10]=3[CH:9]=2)[CH:5]=[C:4]([CH:20]2[CH2:22][CH2:21]2)[CH:3]=1.N1C=CC=CC=1.[C:29](OC(=O)C)(=[O:31])[CH3:30].C(=O)([O-])O.[Na+], predict the reaction product. The product is: [Cl:1][C:2]1[N:7]=[C:6]([C:8]2[CH:19]=[CH:18][C:11]3[N:12]([CH2:15][CH2:16][NH:17][C:29](=[O:31])[CH3:30])[CH:13]=[N:14][C:10]=3[CH:9]=2)[CH:5]=[C:4]([CH:20]2[CH2:22][CH2:21]2)[CH:3]=1.